From a dataset of Forward reaction prediction with 1.9M reactions from USPTO patents (1976-2016). Predict the product of the given reaction. (1) Given the reactants [CH3:1][N:2]([CH3:18])[C:3]([C@@H:5]1[CH2:10][CH2:9][CH2:8][N:7](C(OC(C)(C)C)=O)[CH2:6]1)=[O:4].[ClH:19], predict the reaction product. The product is: [ClH:19].[CH3:1][N:2]([CH3:18])[C:3]([C@@H:5]1[CH2:10][CH2:9][CH2:8][NH:7][CH2:6]1)=[O:4]. (2) Given the reactants CC1N=C(N2C(=O)N(CC3C=CC(C(F)(F)F)=CC=3)N=C2)SC=1C(O)=O.[F:27][C:28]1[CH:49]=[CH:48][C:31]([CH2:32][N:33]2[C:37](=[O:38])[N:36]([C:39]3[S:40][C:41]([C:45](O)=[O:46])=[C:42]([CH3:44])[N:43]=3)[CH:35]=[N:34]2)=[CH:30][CH:29]=1.[CH3:50][C:51]1[N:52]=[CH:53][C:54]([CH2:57][NH2:58])=[N:55][CH:56]=1, predict the reaction product. The product is: [F:27][C:28]1[CH:29]=[CH:30][C:31]([CH2:32][N:33]2[C:37](=[O:38])[N:36]([C:39]3[S:40][C:41]([C:45]([NH:58][CH2:57][C:54]4[CH:53]=[N:52][C:51]([CH3:50])=[CH:56][N:55]=4)=[O:46])=[C:42]([CH3:44])[N:43]=3)[CH:35]=[N:34]2)=[CH:48][CH:49]=1.